From a dataset of Forward reaction prediction with 1.9M reactions from USPTO patents (1976-2016). Predict the product of the given reaction. (1) Given the reactants O1[CH:12]=[CH:16][CH:15]=[C:14]1P([C:12]1O[CH:14]=[CH:15][CH:16]=1)[C:12]1O[CH:14]=[CH:15][CH:16]=1.[C:17]([O-])([O-])=O.[K+].[K+].[CH3:23][N:24]([CH:26]=O)C.[CH2:28]=[C:29]=[CH2:30], predict the reaction product. The product is: [CH2:12]=[C:16]1[C:15]2[C:14](=[CH:28][CH:29]=[CH:30][CH:17]=2)[CH2:26][NH:24][CH2:23]1. (2) Given the reactants [NH2:1][CH2:2][CH2:3][NH:4][C:5]1[N:10]=[C:9]([O:11][CH3:12])[C:8]([NH:13][C:14]([C:16]2[O:17][C:18]([O:21][C:22]3[CH:27]=[C:26]([Si:28]([CH3:31])([CH3:30])[CH3:29])[CH:25]=[CH:24][C:23]=3[CH3:32])=[CH:19][CH:20]=2)=[O:15])=[C:7]([O:33][CH3:34])[N:6]=1.C(N(CC)CC)C.[C:42](N1C=CN=C1)(N1C=CN=C1)=[O:43].[Cl-].CO[NH3+], predict the reaction product. The product is: [CH3:12][O:11][C:9]1[C:8]([NH:13][C:14]([C:16]2[O:17][C:18]([O:21][C:22]3[CH:27]=[C:26]([Si:28]([CH3:31])([CH3:30])[CH3:29])[CH:25]=[CH:24][C:23]=3[CH3:32])=[CH:19][CH:20]=2)=[O:15])=[C:7]([O:33][CH3:34])[N:6]=[C:5]([N:4]2[CH2:3][CH2:2][NH:1][C:42]2=[O:43])[N:10]=1.